This data is from Forward reaction prediction with 1.9M reactions from USPTO patents (1976-2016). The task is: Predict the product of the given reaction. (1) Given the reactants [NH2:1][C:2]1[CH:11]=[CH:10][CH:9]=[C:8]2[C:3]=1[CH:4]=[CH:5][N:6]([C@H:13]([CH3:18])[C:14]([O:16][CH3:17])=[O:15])[C:7]2=[O:12].[CH:19]1([CH2:26][C:27](O)=[O:28])[CH2:25][CH2:24][CH2:23][CH2:22][CH2:21][CH2:20]1.F[P-](F)(F)(F)(F)F.C[N+](C)=C(N(C)C)ON1C2N=CC=CC=2N=N1.C(N(CC)C(C)C)(C)C.CN(C)C=O, predict the reaction product. The product is: [CH:19]1([CH2:26][C:27]([NH:1][C:2]2[CH:11]=[CH:10][CH:9]=[C:8]3[C:3]=2[CH:4]=[CH:5][N:6]([C@H:13]([CH3:18])[C:14]([O:16][CH3:17])=[O:15])[C:7]3=[O:12])=[O:28])[CH2:25][CH2:24][CH2:23][CH2:22][CH2:21][CH2:20]1. (2) The product is: [Cl:1][C:2]1[CH:10]=[CH:9][C:8]([C:11]2[C:12]([C@@H:26]([NH:36][C:37](=[O:53])[CH2:38][N:39]3[C:43]4[C:44]([F:49])([F:48])[C@@H:45]5[CH2:47][C@@H:46]5[C:42]=4[C:41]([C:50]([F:69])([F:52])[F:51])=[N:40]3)[CH2:27][C:28]3[CH:29]=[C:30]([F:35])[CH:31]=[C:32]([F:34])[CH:33]=3)=[N:13][C:14]([C:17]#[C:18][C:19]3([OH:25])[CH2:20][C:21]([F:24])([F:23])[CH2:22]3)=[CH:15][CH:16]=2)=[C:7]2[C:3]=1[C:4]([NH:55][S:56]([CH3:59])(=[O:57])=[O:58])=[N:5][N:6]2[CH3:54]. Given the reactants [Cl:1][C:2]1[CH:10]=[CH:9][C:8]([C:11]2[C:12]([C@@H:26]([NH:36][C:37](=[O:53])[CH2:38][N:39]3[C:43]4[C:44]([F:49])([F:48])[C@@H:45]5[CH2:47][C@@H:46]5[C:42]=4[C:41]([CH:50]([F:52])[F:51])=[N:40]3)[CH2:27][C:28]3[CH:33]=[C:32]([F:34])[CH:31]=[C:30]([F:35])[CH:29]=3)=[N:13][C:14]([C:17]#[C:18][C:19]3([OH:25])[CH2:22][C:21]([F:24])([F:23])[CH2:20]3)=[CH:15][CH:16]=2)=[C:7]2[C:3]=1[C:4]([NH:55][S:56]([CH3:59])(=[O:58])=[O:57])=[N:5][N:6]2[CH3:54].N[C@H](C1C(C2C=CC(Cl)=C3C=2N(C)N=C3NS(C)(=O)=O)=CC=C(C#CC2(O)CC(F)(F)C2)N=1)CC1C=C([F:69])C=C(F)C=1.FC1(F)C2N(CC(O)=O)N=C(C(F)(F)F)C=2[C@H]2C[C@@H]12, predict the reaction product. (3) Given the reactants [C:1]([C:4]1[CH:5]=[N:6][C:7]2[C:12]([C:13]=1[NH:14][C@H:15]1[CH2:20][CH2:19][C@H:18]([NH:21][C:22](=[O:28])[O:23][C:24]([CH3:27])([CH3:26])[CH3:25])[CH2:17][CH2:16]1)=[CH:11][C:10](Br)=[CH:9][CH:8]=2)(=[O:3])[CH3:2].[Cl:30][C:31]1[CH:36]=[C:35](B2OC(C)(C)C(C)(C)O2)[CH:34]=[C:33]([F:46])[C:32]=1[OH:47], predict the reaction product. The product is: [C:1]([C:4]1[CH:5]=[N:6][C:7]2[C:12]([C:13]=1[NH:14][C@H:15]1[CH2:20][CH2:19][C@H:18]([NH:21][C:22](=[O:28])[O:23][C:24]([CH3:27])([CH3:26])[CH3:25])[CH2:17][CH2:16]1)=[CH:11][C:10]([C:35]1[CH:34]=[C:33]([F:46])[C:32]([OH:47])=[C:31]([Cl:30])[CH:36]=1)=[CH:9][CH:8]=2)(=[O:3])[CH3:2]. (4) Given the reactants [F:1][C:2]1[CH:3]=[CH:4][C:5]2[O:10][CH2:9][C:8](=O)[NH:7][C:6]=2[CH:12]=1.B.O1CCCC1.Cl.[OH-].[Na+].C(=O)([O-])O.[Na+], predict the reaction product. The product is: [F:1][C:2]1[CH:3]=[CH:4][C:5]2[O:10][CH2:9][CH2:8][NH:7][C:6]=2[CH:12]=1.